The task is: Predict the reaction yield, written as a fraction of the theoretical maximum amount of product (1.0 means a 100% yield; for example, 0.34 means a 34% yield).. This data is from Reaction yield outcomes from USPTO patents with 853,638 reactions. (1) The reactants are [C:1]1([C:7]([C:17]2[CH:22]=[CH:21][CH:20]=[CH:19][CH:18]=2)=[N:8][CH2:9][C:10]([O:12][C:13]([CH3:16])([CH3:15])[CH3:14])=[O:11])[CH:6]=[CH:5][CH:4]=[CH:3][CH:2]=1.[Br:23][C:24]1[CH:25]=[C:26]([CH2:29]Br)[S:27][CH:28]=1.S([O-])([O-])(=O)=O.C([N+](CCCC)(CCCC)CCCC)CCC.C([N+](CCCC)(CCCC)CCCC)CCC.[OH-].[Na+]. The catalyst is C(Cl)Cl. The product is [Br:23][C:24]1[CH:25]=[C:26]([CH2:29][C@@H:9]([C:10]([O:12][C:13]([CH3:16])([CH3:15])[CH3:14])=[O:11])[N:8]=[C:7]([C:17]2[CH:22]=[CH:21][CH:20]=[CH:19][CH:18]=2)[C:1]2[CH:2]=[CH:3][CH:4]=[CH:5][CH:6]=2)[S:27][CH:28]=1. The yield is 0.950. (2) The reactants are [C:1]([O:7][CH3:8])(=[O:6])[CH2:2][C:3]([CH3:5])=[O:4].[CH3:9][Si:10]([CH3:15])([CH3:14])[CH2:11]CO. No catalyst specified. The product is [C:1]([O:7][CH2:8][CH2:9][Si:10]([CH3:15])([CH3:14])[CH3:11])(=[O:6])[CH2:2][C:3]([CH3:5])=[O:4]. The yield is 0.980. (3) The reactants are [F:1][C:2]1[CH:7]=[CH:6][CH:5]=[CH:4][C:3]=1[N:8]1[CH2:13][CH2:12][N:11]([CH2:14][CH2:15][NH2:16])[CH2:10][CH2:9]1.[Cl:17][C:18]1[CH:23]=[CH:22][C:21]([C:24]2[N:28]([C:29]([CH3:32])([CH3:31])[CH3:30])[N:27]=[C:26]([CH:33]=O)[CH:25]=2)=[CH:20][CH:19]=1. No catalyst specified. The product is [C:29]([N:28]1[C:24]([C:21]2[CH:20]=[CH:19][C:18]([Cl:17])=[CH:23][CH:22]=2)=[CH:25][C:26]([CH2:33][NH:16][CH2:15][CH2:14][N:11]2[CH2:10][CH2:9][N:8]([C:3]3[CH:4]=[CH:5][CH:6]=[CH:7][C:2]=3[F:1])[CH2:13][CH2:12]2)=[N:27]1)([CH3:32])([CH3:31])[CH3:30]. The yield is 0.742. (4) The catalyst is C(Cl)Cl.CN(C1C=CN=CC=1)C. The product is [P:35]([O:39][CH3:40])([O:37][CH3:38])([O:19][CH2:18][CH2:17][C@@H:16]([NH:20][C:21]([C:22]1[CH:27]=[CH:26][C:25]([O:28][CH:29]([CH3:30])[CH3:31])=[C:24]([Cl:32])[CH:23]=1)=[O:33])[CH2:15][C:12]1[CH:13]=[CH:14][C:9]([C:7]2[N:8]=[C:4]([C:1](=[O:3])[CH3:2])[N:5]([CH3:34])[CH:6]=2)=[CH:10][CH:11]=1)=[O:36]. The yield is 0.770. The reactants are [C:1]([C:4]1[N:5]([CH3:34])[CH:6]=[C:7]([C:9]2[CH:14]=[CH:13][C:12]([CH2:15][C@H:16]([NH:20][C:21](=[O:33])[C:22]3[CH:27]=[CH:26][C:25]([O:28][CH:29]([CH3:31])[CH3:30])=[C:24]([Cl:32])[CH:23]=3)[CH2:17][CH2:18][OH:19])=[CH:11][CH:10]=2)[N:8]=1)(=[O:3])[CH3:2].[P:35](Cl)([O:39][CH3:40])([O:37][CH3:38])=[O:36].CCOC(C)=O.CO. (5) The reactants are [C:1]([C@H:5]1[CH2:10][CH2:9][C@H:8]([O:11][C:12]2[C:13]([C:31]([F:34])([F:33])[F:32])=[C:14]3[C:19](=[CH:20][CH:21]=2)[CH:18]=[C:17]([CH2:22][N:23]2[CH2:26][CH:25]([C:27]([O:29]C)=[O:28])[CH2:24]2)[CH:16]=[CH:15]3)[CH2:7][CH2:6]1)([CH3:4])([CH3:3])[CH3:2].[OH-].[Na+].Cl. The catalyst is C(O)C. The product is [C:1]([C@H:5]1[CH2:6][CH2:7][C@H:8]([O:11][C:12]2[C:13]([C:31]([F:34])([F:32])[F:33])=[C:14]3[C:19](=[CH:20][CH:21]=2)[CH:18]=[C:17]([CH2:22][N:23]2[CH2:26][CH:25]([C:27]([OH:29])=[O:28])[CH2:24]2)[CH:16]=[CH:15]3)[CH2:9][CH2:10]1)([CH3:4])([CH3:2])[CH3:3]. The yield is 0.700.